This data is from Full USPTO retrosynthesis dataset with 1.9M reactions from patents (1976-2016). The task is: Predict the reactants needed to synthesize the given product. (1) Given the product [CH3:1][NH:8][CH2:9][CH2:10][O:11][C:12]1[CH:17]=[C:16]([C:18]2[CH:19]=[N:20][NH:21][CH:22]=2)[CH:15]=[CH:14][C:13]=1[NH:23][C:24]([CH:26]1[CH2:35][C:34]2[C:29](=[CH:30][CH:31]=[C:32]([O:36][CH3:37])[CH:33]=2)[O:28][CH2:27]1)=[O:25], predict the reactants needed to synthesize it. The reactants are: [CH2:1]([N:8](C)[CH2:9][CH2:10][O:11][C:12]1[CH:17]=[C:16]([C:18]2[CH:19]=[N:20][NH:21][CH:22]=2)[CH:15]=[CH:14][C:13]=1[NH:23][C:24]([CH:26]1[CH2:35][C:34]2[C:29](=[CH:30][CH:31]=[C:32]([O:36][CH3:37])[CH:33]=2)[O:28][CH2:27]1)=[O:25])C1C=CC=CC=1. (2) Given the product [C:82]([CH2:83][CH2:84][CH2:9][N:10]([CH3:2])[C@H:11]([C:15]([NH:17][C@H:18]([C:22]([N:24]([C@@H:26]([C@@H:68]([CH3:71])[CH2:69][CH3:70])[C@H:27]([O:66][CH3:67])[CH2:28][C:29]([N:31]1[CH2:35][CH2:34][CH2:33][C@H:32]1[C@H:36]([O:64][CH3:65])[C@@H:37]([CH3:63])[C:38]([NH:40][C@@H:41]([CH2:56][C:57]1[CH:58]=[CH:59][CH:60]=[CH:61][CH:62]=1)[C:42]([O:44][CH2:45][C:46]12[CH2:47][CH:48]3[CH2:54][CH:52]([CH2:51][CH:50]([CH2:49]3)[CH2:55]1)[CH2:53]2)=[O:43])=[O:39])=[O:30])[CH3:25])=[O:23])[CH:19]([CH3:20])[CH3:21])=[O:16])[CH:12]([CH3:14])[CH3:13])([OH:111])=[O:81], predict the reactants needed to synthesize it. The reactants are: F[C:2](F)(F)C([O-])=O.[Na+].[CH3:9][NH:10][C@H:11]([C:15]([NH:17][C@H:18]([C:22]([N:24]([C@@H:26]([C@@H:68]([CH3:71])[CH2:69][CH3:70])[C@H:27]([O:66][CH3:67])[CH2:28][C:29]([N:31]1[CH2:35][CH2:34][CH2:33][C@H:32]1[C@H:36]([O:64][CH3:65])[C@@H:37]([CH3:63])[C:38]([NH:40][C@@H:41]([CH2:56][C:57]1[CH:62]=[CH:61][CH:60]=[CH:59][CH:58]=1)[C:42]([O:44][CH2:45][C:46]12[CH2:55][CH:50]3[CH2:51][CH:52]([CH2:54][CH:48]([CH2:49]3)[CH2:47]1)[CH2:53]2)=[O:43])=[O:39])=[O:30])[CH3:25])=[O:23])[CH:19]([CH3:21])[CH3:20])=[O:16])[CH:12]([CH3:14])[CH3:13].C([BH3-])#N.[Na+].Cl.C([O:81][C:82](=[O:111])[CH2:83][C@@H:84](OC)[C@@H](N(C(=O)[C@H](C(C)C)NC(OCC1C=CC=CC=1)=O)C)[C@@H](C)CC)(C)(C)C. (3) Given the product [CH3:36][C:35]([CH3:38])([CH3:37])[CH2:34][N:33]1[C:26]2[N:27]=[C:28]([C:31]#[N:32])[N:29]=[CH:30][C:25]=2[CH:24]=[C:23]1[CH2:22][N:10]1[CH2:11][CH2:12][C:7]2([N:3]([CH2:1][CH3:2])[C:4](=[O:14])[NH:5][C:6]2=[O:13])[CH2:8][CH2:9]1, predict the reactants needed to synthesize it. The reactants are: [CH2:1]([N:3]1[C:7]2([CH2:12][CH2:11][NH:10][CH2:9][CH2:8]2)[C:6](=[O:13])[NH:5][C:4]1=[O:14])[CH3:2].C(=O)([O-])[O-].[K+].[K+].Br[CH2:22][C:23]1[N:33]([CH2:34][C:35]([CH3:38])([CH3:37])[CH3:36])[C:26]2[N:27]=[C:28]([C:31]#[N:32])[N:29]=[CH:30][C:25]=2[CH:24]=1. (4) The reactants are: [O:1]=[C:2]1[CH2:7][CH2:6][CH:5]([NH:8][C:9](=[O:15])[O:10][C:11]([CH3:14])([CH3:13])[CH3:12])[CH2:4][CH2:3]1.[CH2:16]1COC[CH2:17]1.C([Li])C. Given the product [CH2:16]([C:2]1([OH:1])[CH2:3][CH2:4][CH:5]([NH:8][C:9](=[O:15])[O:10][C:11]([CH3:12])([CH3:14])[CH3:13])[CH2:6][CH2:7]1)[CH3:17], predict the reactants needed to synthesize it. (5) Given the product [C:48]([O:45][C:29]1[CH:30]=[C:31]2[C:26](=[CH:27][CH:28]=1)[C:25]1[CH2:24][CH2:23][N:22]3[C@H:34]([CH2:35][C@H:36]4[C@@H:20]([CH2:21]3)[CH2:19][C@@H:18]([O:17][C:15]([C:10]3[CH:9]=[C:8]([O:46][CH3:47])[C:7]([O:6][C:4]([O:3][CH2:1][CH3:2])=[O:5])=[C:12]([O:13][CH3:14])[CH:11]=3)=[O:16])[C@H:38]([O:39][CH3:40])[C@H:37]4[C:41]([O:43][CH3:44])=[O:42])[C:33]=1[NH:32]2)(=[O:55])[C:49]1[CH:54]=[CH:53][CH:52]=[CH:51][CH:50]=1, predict the reactants needed to synthesize it. The reactants are: [CH2:1]([O:3][C:4]([O:6][C:7]1[C:12]([O:13][CH3:14])=[CH:11][C:10]([C:15]([O:17][C@H:18]2[C@H:38]([O:39][CH3:40])[C@@H:37]([C:41]([O:43][CH3:44])=[O:42])[C@@H:36]3[C@@H:20]([CH2:21][N:22]4[C@H:34]([CH2:35]3)[C:33]3[NH:32][C:31]5[C:26](=[CH:27][CH:28]=[C:29]([OH:45])[CH:30]=5)[C:25]=3[CH2:24][CH2:23]4)[CH2:19]2)=[O:16])=[CH:9][C:8]=1[O:46][CH3:47])=[O:5])[CH3:2].[C:48](Cl)(=[O:55])[C:49]1[CH:54]=[CH:53][CH:52]=[CH:51][CH:50]=1. (6) Given the product [CH2:29]([O:22][C:3]1[C:2]([F:1])=[C:10]2[C:6]([CH2:7][N:8]([CH2:12][C@H:13]3[CH2:14][CH2:15][C@H:16]([C:19]([OH:21])=[O:20])[CH2:17][CH2:18]3)[C:9]2=[O:11])=[CH:5][CH:4]=1)[C:30]1[CH:35]=[CH:34][CH:33]=[CH:32][CH:31]=1, predict the reactants needed to synthesize it. The reactants are: [F:1][C:2]1[C:3]([OH:22])=[CH:4][CH:5]=[C:6]2[C:10]=1[C:9](=[O:11])[N:8]([CH2:12][C@H:13]1[CH2:18][CH2:17][C@H:16]([C:19]([OH:21])=[O:20])[CH2:15][CH2:14]1)[CH2:7]2.C(=O)([O-])[O-].[Cs+].[Cs+].[CH2:29](Br)[C:30]1[CH:35]=[CH:34][CH:33]=[CH:32][CH:31]=1.[OH-].[Na+]. (7) Given the product [ClH:1].[ClH:1].[ClH:1].[F:2][C:3]1[CH:4]=[C:5]([NH:29][C:30](=[O:42])[C:31]2[CH:37]=[CH:36][CH:35]=[N:34][CH:32]=2)[CH:6]=[CH:7][C:8]=1[O:9][C:10]1[C:15]2=[C:16]([CH3:28])[C:17]([O:19][CH2:20][CH2:21][N:22]3[CH2:27][CH2:26][N:54]([CH3:53])[CH2:24][CH2:23]3)=[CH:18][N:14]2[N:13]=[CH:12][N:11]=1, predict the reactants needed to synthesize it. The reactants are: [ClH:1].[F:2][C:3]1[CH:4]=[C:5]([NH:29][C:30](=[O:42])[CH2:31][C:32]([NH:34][C:35]2C=CC(F)=[CH:37][CH:36]=2)=O)[CH:6]=[CH:7][C:8]=1[O:9][C:10]1[C:15]2=[C:16]([CH3:28])[C:17]([O:19][CH2:20][CH2:21][N:22]3[CH2:27][CH2:26]O[CH2:24][CH2:23]3)=[CH:18][N:14]2[N:13]=[CH:12][N:11]=1.Cl.Cl.FC1C=C(NC(NC(=O)CC2C=CC(F)=CC=2)=S)C=CC=1O[C:53]1C2=C(C)C(OCCN3CCN(C)CC3)=CN2N=C[N:54]=1.Cl. (8) The reactants are: [F:1][C:2]1[CH:7]=[C:6]([OH:8])[CH:5]=[CH:4][C:3]=1[CH:9]([CH3:14])[C:10]([O:12]C)=[O:11].[CH:15]12[O:20][CH:16]1[CH2:17][CH2:18][CH2:19]2.[H-].[Na+]. Given the product [F:1][C:2]1[CH:7]=[C:6]([O:8][C@H:15]2[CH2:19][CH2:18][CH2:17][C@@H:16]2[OH:20])[CH:5]=[CH:4][C:3]=1[CH:9]([CH3:14])[C:10]([OH:12])=[O:11], predict the reactants needed to synthesize it.